The task is: Predict the reaction yield, written as a fraction of the theoretical maximum amount of product (1.0 means a 100% yield; for example, 0.34 means a 34% yield).. This data is from Reaction yield outcomes from USPTO patents with 853,638 reactions. (1) The reactants are [Br:1][C:2]1[CH:3]=[C:4]2[C:9](=[C:10]([CH3:12])[CH:11]=1)[N:8]=[CH:7][C:6](C(O)=O)=[C:5]2[OH:16]. The catalyst is C1C=CC(C2C=CC=CC=2)=CC=1.C1C=CC(OC2C=CC=CC=2)=CC=1. The product is [Br:1][C:2]1[CH:3]=[C:4]2[C:9](=[C:10]([CH3:12])[CH:11]=1)[N:8]=[CH:7][CH:6]=[C:5]2[OH:16]. The yield is 0.950. (2) The product is [CH2:1]([N:7]1[CH2:12][CH:11]2[CH:9]([C:10]2([C:14]2[CH:15]=[C:16]([NH:20][S:28]([CH3:27])(=[O:30])=[O:29])[CH:17]=[CH:18][CH:19]=2)[CH3:13])[CH2:8]1)[CH2:2][CH2:3][CH2:4][CH2:5][CH3:6]. The reactants are [CH2:1]([N:7]1[CH2:12][CH:11]2[CH:9]([C:10]2([C:14]2[CH:15]=[C:16]([NH2:20])[CH:17]=[CH:18][CH:19]=2)[CH3:13])[CH2:8]1)[CH2:2][CH2:3][CH2:4][CH2:5][CH3:6].N1C=CC=CC=1.[CH3:27][S:28](Cl)(=[O:30])=[O:29]. The catalyst is ClCCl. The yield is 0.820.